From a dataset of NCI-60 drug combinations with 297,098 pairs across 59 cell lines. Regression. Given two drug SMILES strings and cell line genomic features, predict the synergy score measuring deviation from expected non-interaction effect. (1) Drug 1: COC1=NC(=NC2=C1N=CN2C3C(C(C(O3)CO)O)O)N. Drug 2: CCN(CC)CCNC(=O)C1=C(NC(=C1C)C=C2C3=C(C=CC(=C3)F)NC2=O)C. Cell line: OVCAR-4. Synergy scores: CSS=-4.42, Synergy_ZIP=2.50, Synergy_Bliss=-0.603, Synergy_Loewe=-4.27, Synergy_HSA=-5.00. (2) Drug 1: C1C(C(OC1N2C=NC3=C(N=C(N=C32)Cl)N)CO)O. Drug 2: CN1C2=C(C=C(C=C2)N(CCCl)CCCl)N=C1CCCC(=O)O.Cl. Cell line: SNB-75. Synergy scores: CSS=-1.85, Synergy_ZIP=-1.82, Synergy_Bliss=-3.85, Synergy_Loewe=-4.54, Synergy_HSA=-3.34. (3) Cell line: NCI-H322M. Drug 1: C1=CC(=CC=C1CC(C(=O)O)N)N(CCCl)CCCl.Cl. Drug 2: C1CN(CCN1C(=O)CCBr)C(=O)CCBr. Synergy scores: CSS=-8.31, Synergy_ZIP=6.14, Synergy_Bliss=5.01, Synergy_Loewe=-3.25, Synergy_HSA=-2.71. (4) Drug 1: CCC1(CC2CC(C3=C(CCN(C2)C1)C4=CC=CC=C4N3)(C5=C(C=C6C(=C5)C78CCN9C7C(C=CC9)(C(C(C8N6C)(C(=O)OC)O)OC(=O)C)CC)OC)C(=O)OC)O.OS(=O)(=O)O. Drug 2: N.N.Cl[Pt+2]Cl. Cell line: IGROV1. Synergy scores: CSS=62.5, Synergy_ZIP=-0.0594, Synergy_Bliss=1.14, Synergy_Loewe=3.36, Synergy_HSA=3.02. (5) Drug 1: CC1C(C(CC(O1)OC2CC(CC3=C2C(=C4C(=C3O)C(=O)C5=C(C4=O)C(=CC=C5)OC)O)(C(=O)C)O)N)O.Cl. Drug 2: C1CNP(=O)(OC1)N(CCCl)CCCl. Cell line: SK-MEL-2. Synergy scores: CSS=27.8, Synergy_ZIP=11.7, Synergy_Bliss=10.7, Synergy_Loewe=-4.11, Synergy_HSA=9.75. (6) Drug 1: C1CCC(C1)C(CC#N)N2C=C(C=N2)C3=C4C=CNC4=NC=N3. Drug 2: C1=C(C(=O)NC(=O)N1)N(CCCl)CCCl. Cell line: COLO 205. Synergy scores: CSS=37.3, Synergy_ZIP=9.77, Synergy_Bliss=6.52, Synergy_Loewe=-6.40, Synergy_HSA=-0.0481. (7) Drug 1: C1C(C(OC1N2C=NC3=C(N=C(N=C32)Cl)N)CO)O. Drug 2: CN1C2=C(C=C(C=C2)N(CCCl)CCCl)N=C1CCCC(=O)O.Cl. Cell line: PC-3. Synergy scores: CSS=6.94, Synergy_ZIP=-2.71, Synergy_Bliss=2.12, Synergy_Loewe=-6.66, Synergy_HSA=-1.57. (8) Drug 1: C1=CC(=CC=C1C#N)C(C2=CC=C(C=C2)C#N)N3C=NC=N3. Drug 2: CC1C(C(CC(O1)OC2CC(CC3=C2C(=C4C(=C3O)C(=O)C5=CC=CC=C5C4=O)O)(C(=O)C)O)N)O. Cell line: NCI-H460. Synergy scores: CSS=46.3, Synergy_ZIP=7.49, Synergy_Bliss=6.08, Synergy_Loewe=1.63, Synergy_HSA=7.01. (9) Drug 1: CCCS(=O)(=O)NC1=C(C(=C(C=C1)F)C(=O)C2=CNC3=C2C=C(C=N3)C4=CC=C(C=C4)Cl)F. Drug 2: C1=CC(=CC=C1CC(C(=O)O)N)N(CCCl)CCCl.Cl. Cell line: SK-MEL-2. Synergy scores: CSS=-0.312, Synergy_ZIP=1.23, Synergy_Bliss=-0.0885, Synergy_Loewe=-5.18, Synergy_HSA=-4.73. (10) Drug 1: CC1=C(C(=O)C2=C(C1=O)N3CC4C(C3(C2COC(=O)N)OC)N4)N. Drug 2: C1C(C(OC1N2C=NC(=NC2=O)N)CO)O. Cell line: HOP-92. Synergy scores: CSS=12.7, Synergy_ZIP=1.42, Synergy_Bliss=9.05, Synergy_Loewe=-5.71, Synergy_HSA=-2.25.